This data is from Full USPTO retrosynthesis dataset with 1.9M reactions from patents (1976-2016). The task is: Predict the reactants needed to synthesize the given product. (1) The reactants are: Br[C:2]1[CH:7]=[C:6]([F:8])[C:5]([CH:9]([N:13]2[CH2:27][CH2:26][C:16]3([O:21][CH2:20][C:19](=[O:22])[N:18]([CH:23]4[CH2:25][CH2:24]4)[CH2:17]3)[CH2:15][CH2:14]2)[C:10]([NH2:12])=[O:11])=[C:4]([F:28])[CH:3]=1.CC1(C)C(C)(C)OB([C:37]2[CH:46]=[C:45]3[C:40]([CH:41]=[CH:42][CH:43]=[N:44]3)=[CH:39][CH:38]=2)O1.C([O-])([O-])=O.[K+].[K+]. Given the product [CH:23]1([N:18]2[CH2:17][C:16]3([CH2:26][CH2:27][N:13]([CH:9]([C:5]4[C:6]([F:8])=[CH:7][C:2]([C:37]5[CH:46]=[C:45]6[C:40]([CH:41]=[CH:42][CH:43]=[N:44]6)=[CH:39][CH:38]=5)=[CH:3][C:4]=4[F:28])[C:10]([NH2:12])=[O:11])[CH2:14][CH2:15]3)[O:21][CH2:20][C:19]2=[O:22])[CH2:25][CH2:24]1, predict the reactants needed to synthesize it. (2) Given the product [NH2:15][C:12]1[CH:13]=[CH:14][C:9]([NH:8][CH2:7][C:2]2[CH:3]=[CH:4][CH:5]=[CH:6][N:1]=2)=[N:10][CH:11]=1, predict the reactants needed to synthesize it. The reactants are: [N:1]1[CH:6]=[CH:5][CH:4]=[CH:3][C:2]=1[CH2:7][NH:8][C:9]1[CH:14]=[CH:13][C:12]([N+:15]([O-])=O)=[CH:11][N:10]=1.[Cl-].[NH4+]. (3) The reactants are: [CH2:1]([O:5][C:6]1[N:14]=[C:13]2[C:9]([N:10]=[C:11]([O:24]C)[N:12]2[CH2:15][CH2:16][CH2:17][CH:18]2[CH2:23][CH2:22][NH:21][CH2:20][CH2:19]2)=[C:8]([NH2:26])[N:7]=1)[CH2:2][CH2:3][CH3:4].I[CH2:28][CH:29]([CH3:31])[CH3:30]. Given the product [NH2:26][C:8]1[N:7]=[C:6]([O:5][CH2:1][CH2:2][CH2:3][CH3:4])[N:14]=[C:13]2[C:9]=1[NH:10][C:11](=[O:24])[N:12]2[CH2:15][CH2:16][CH2:17][CH:18]1[CH2:19][CH2:20][N:21]([CH2:28][CH:29]([CH3:31])[CH3:30])[CH2:22][CH2:23]1, predict the reactants needed to synthesize it. (4) Given the product [C:27]([O:31][C:32]([NH:34][C@@H:35]([CH2:45][I:25])[C:36]([O:38][CH:39]1[CH2:44][CH2:43][CH2:42][CH2:41][CH2:40]1)=[O:37])=[O:33])([CH3:30])([CH3:29])[CH3:28], predict the reactants needed to synthesize it. The reactants are: C1(P(C2C=CC=CC=2)C2C=CC=CC=2)C=CC=CC=1.N1C=CN=C1.[I:25]I.[C:27]([O:31][C:32]([NH:34][C@@H:35]([CH2:45]O)[C:36]([O:38][CH:39]1[CH2:44][CH2:43][CH2:42][CH2:41][CH2:40]1)=[O:37])=[O:33])([CH3:30])([CH3:29])[CH3:28]. (5) Given the product [Cl:1][C:2]1[CH:7]=[CH:6][C:5]([S:8]([NH:11][C:15]2[C:16]([C:22]([N:24]3[CH2:25][CH:26]([CH3:31])[O:27][CH:28]([CH3:30])[CH2:29]3)=[O:23])=[N:17][CH:18]=[C:19]([Cl:21])[CH:20]=2)(=[O:9])=[O:10])=[CH:4][C:3]=1[C:32]([F:35])([F:34])[F:33], predict the reactants needed to synthesize it. The reactants are: [Cl:1][C:2]1[CH:7]=[CH:6][C:5]([S:8]([N:11]([C:15]2[C:16]([C:22]([N:24]3[CH2:29][CH:28]([CH3:30])[O:27][CH:26]([CH3:31])[CH2:25]3)=[O:23])=[N:17][CH:18]=[C:19]([Cl:21])[CH:20]=2)COC)(=[O:10])=[O:9])=[CH:4][C:3]=1[C:32]([F:35])([F:34])[F:33]. (6) Given the product [CH3:1][O:2][C:3]1[C:8]([N:9]2[CH2:17][C@@H:16]3[C@@H:11]([CH2:12][CH2:13][CH2:14][NH:15]3)[CH2:10]2)=[C:7]([F:18])[CH:6]=[C:5]2[C:19]([C:21]([C:27]([OH:29])=[O:28])=[CH:22][N:23]([CH:24]3[CH2:26][CH2:25]3)[C:4]=12)=[O:20], predict the reactants needed to synthesize it. The reactants are: [CH3:1][O:2][C:3]1[C:8]([N:9]2[CH2:17][C@@H:16]3[C@@H:11]([CH2:12][CH2:13][CH2:14][NH:15]3)[CH2:10]2)=[C:7]([F:18])[CH:6]=[C:5]2[C:19]([C:21]([C:27]([OH:29])=[O:28])=[CH:22][N:23]([CH:24]3[CH2:26][CH2:25]3)[C:4]=12)=[O:20].Cl.[OH-].[Na+]. (7) The reactants are: [CH2:1]([O:3][C:4]([C:6]1[C:15](=[O:16])[C:14]2[C:9](=[C:10]([O:27][CH:28]([F:30])[F:29])[C:11]([N:18]3[CH2:22][CH2:21][C@@H:20]([C:23]([NH2:26])([CH3:25])[CH3:24])[CH2:19]3)=[C:12]([F:17])[CH:13]=2)[N:8]([CH:31]2[CH2:33][CH2:32]2)[C:7]=1[S:34](C)(=O)=O)=[O:5])[CH3:2].O.[SH-].[Na+]. Given the product [CH2:1]([O:3][C:4]([C:6]1[C:15](=[O:16])[C:14]2[C:9](=[C:10]([O:27][CH:28]([F:29])[F:30])[C:11]([N:18]3[CH2:22][CH2:21][C@@H:20]([C:23]([NH2:26])([CH3:25])[CH3:24])[CH2:19]3)=[C:12]([F:17])[CH:13]=2)[N:8]([CH:31]2[CH2:33][CH2:32]2)[C:7]=1[SH:34])=[O:5])[CH3:2], predict the reactants needed to synthesize it.